Predict the product of the given reaction. From a dataset of Forward reaction prediction with 1.9M reactions from USPTO patents (1976-2016). (1) Given the reactants [Cl:1][C:2]1[CH:3]=[C:4]([CH2:8][NH2:9])[CH:5]=[CH:6][CH:7]=1.[ClH:10].[N:11]1([C:16]([NH2:18])=[NH:17])[CH:15]=[CH:14][CH:13]=[N:12]1.[CH3:19][CH2:20][N:21]([CH:25]([CH3:27])[CH3:26])[CH:22]([CH3:24])[CH3:23], predict the reaction product. The product is: [CH3:19][CH2:20][N:21]([CH:25]([CH3:27])[CH3:26])[CH:22]([CH3:24])[CH3:23].[ClH:1].[N:11]1([C:16]([NH2:18])=[NH:17])[CH:15]=[CH:14][CH:13]=[N:12]1.[Cl:1][C:2]1[CH:3]=[C:4]([CH2:8][NH2:9])[CH:5]=[CH:6][CH:7]=1.[Cl-:10].[Cl:1][C:2]1[CH:3]=[C:4]([CH:5]=[CH:6][CH:7]=1)[CH2:8][NH:9][C:16]([NH2:17])=[NH2+:11]. (2) Given the reactants [O:1]=[C:2]1[CH:7]2[CH2:8][CH:4]([CH2:5][CH:6]2[C:9]([OH:11])=O)[O:3]1.[CH2:12]([O:14][C:15]([C:17]1([NH2:22])[CH2:19][CH:18]1[CH:20]=[CH2:21])=[O:16])[CH3:13].CN(C(ON1N=NC2C=CC=NC1=2)=[N+](C)C)C.F[P-](F)(F)(F)(F)F.CCN(C(C)C)C(C)C, predict the reaction product. The product is: [CH2:12]([O:14][C:15]([C:17]1([NH:22][C:9]([CH:6]2[CH2:5][CH:4]3[CH2:8][CH:7]2[C:2](=[O:1])[O:3]3)=[O:11])[CH2:19][CH:18]1[CH:20]=[CH2:21])=[O:16])[CH3:13]. (3) The product is: [C:29]([C@@H:13]1[N:12]2[CH2:33][C@H:9]([OH:8])[CH2:10][C@H:11]2[C:15](=[O:16])[N:14]1[C:17]1[C:26]2[C:21](=[CH:22][CH:23]=[CH:24][CH:25]=2)[C:20]([C:27]#[N:28])=[CH:19][CH:18]=1)([CH3:32])([CH3:30])[CH3:31]. Given the reactants C([O:8][C@H:9]1[CH2:33][N:12]2[C@@H:13]([C:29]([CH3:32])([CH3:31])[CH3:30])[N:14]([C:17]3[C:26]4[C:21](=[CH:22][CH:23]=[CH:24][CH:25]=4)[C:20]([C:27]#[N:28])=[CH:19][CH:18]=3)[C:15](=[O:16])[C@@H:11]2[CH2:10]1)C1C=CC=CC=1.B(Cl)(Cl)Cl.C(Cl)Cl, predict the reaction product. (4) Given the reactants [CH2:1]([C@H:8]1[CH2:12][O:11][C:10](=[O:13])[NH:9]1)[C:2]1[CH:7]=[CH:6][CH:5]=[CH:4][CH:3]=1.[Li]CCCC.[C:19]1([CH2:25][C:26](Cl)=[O:27])[CH:24]=[CH:23][CH:22]=[CH:21][CH:20]=1.[NH4+].[Cl-].C([O-])(O)=O.[Na+], predict the reaction product. The product is: [CH2:1]([C@H:8]1[CH2:12][O:11][C:10](=[O:13])[N:9]1[C:26](=[O:27])[CH2:25][C:19]1[CH:24]=[CH:23][CH:22]=[CH:21][CH:20]=1)[C:2]1[CH:3]=[CH:4][CH:5]=[CH:6][CH:7]=1.